From a dataset of Full USPTO retrosynthesis dataset with 1.9M reactions from patents (1976-2016). Predict the reactants needed to synthesize the given product. (1) Given the product [F:24][C:22]1[CH:23]=[C:18]([C:16]2[CH:15]=[C:14]([CH3:26])[C:13]([CH3:27])=[C:12]([CH2:11][NH:10][C:3]3[C:2]([F:1])=[C:7]([OH:8])[CH:6]=[CH:5][C:4]=3[F:9])[CH:17]=2)[CH:19]=[C:20]([F:25])[CH:21]=1, predict the reactants needed to synthesize it. The reactants are: [F:1][C:2]1[C:7]([OH:8])=[CH:6][CH:5]=[C:4]([F:9])[C:3]=1[NH:10][C:11](=O)[C:12]1[CH:17]=[C:16]([C:18]2[CH:23]=[C:22]([F:24])[CH:21]=[C:20]([F:25])[CH:19]=2)[CH:15]=[C:14]([CH3:26])[C:13]=1[CH3:27]. (2) Given the product [Cl:1][C:2]1[CH:3]=[C:4]([C:10]2([C:31]([F:34])([F:33])[F:32])[O:14][N:13]=[C:12]([C:15]3[CH:20]=[CH:19][C:18]([C:21]4([F:30])[CH2:24][N:23]([C:25](=[S:44])[CH:26]([CH3:28])[CH3:27])[CH2:22]4)=[CH:17][CH:16]=3)[CH2:11]2)[CH:5]=[C:6]([Cl:9])[C:7]=1[F:8], predict the reactants needed to synthesize it. The reactants are: [Cl:1][C:2]1[CH:3]=[C:4]([C:10]2([C:31]([F:34])([F:33])[F:32])[O:14][N:13]=[C:12]([C:15]3[CH:20]=[CH:19][C:18]([C:21]4([F:30])[CH2:24][N:23]([C:25](=O)[CH:26]([CH3:28])[CH3:27])[CH2:22]4)=[CH:17][CH:16]=3)[CH2:11]2)[CH:5]=[C:6]([Cl:9])[C:7]=1[F:8].COC1C=CC(P2(SP(C3C=CC(OC)=CC=3)(=S)S2)=[S:44])=CC=1.